From a dataset of Peptide-MHC class I binding affinity with 185,985 pairs from IEDB/IMGT. Regression. Given a peptide amino acid sequence and an MHC pseudo amino acid sequence, predict their binding affinity value. This is MHC class I binding data. (1) The peptide sequence is YRQQNPIPV. The MHC is HLA-B27:05 with pseudo-sequence HLA-B27:05. The binding affinity (normalized) is 0.820. (2) The peptide sequence is GLVDVCFWS. The MHC is HLA-A02:01 with pseudo-sequence HLA-A02:01. The binding affinity (normalized) is 0.564. (3) The peptide sequence is WYKGMYSTI. The MHC is H-2-Kd with pseudo-sequence H-2-Kd. The binding affinity (normalized) is 0.825. (4) The peptide sequence is WKGANPVTVI. The MHC is H-2-Db with pseudo-sequence H-2-Db. The binding affinity (normalized) is 0.213.